This data is from Full USPTO retrosynthesis dataset with 1.9M reactions from patents (1976-2016). The task is: Predict the reactants needed to synthesize the given product. (1) Given the product [F:20][C:10]([F:9])([F:19])[C:11]([C:13]1[S:17][C:16]([SH:18])=[N:15][CH:14]=1)([OH:12])[CH:1]=[CH2:2], predict the reactants needed to synthesize it. The reactants are: [CH:1](I)=[CH2:2].C([Li])(C)(C)C.[F:9][C:10]([F:20])([F:19])[C:11]([C:13]1[S:17][C:16]([SH:18])=[N:15][CH:14]=1)=[O:12]. (2) The reactants are: [CH2:1]([O:3][C:4]([C:6]1[CH:11]=[C:10]([CH2:12]Br)[CH:9]=[C:8]([C:14]([O:16][CH2:17][CH3:18])=[O:15])[CH:7]=1)=[O:5])[CH3:2].C[Si]([C:23]#[N:24])(C)C.[F-].C([N+](CCCC)(CCCC)CCCC)CCC. Given the product [C:23]([CH2:12][C:10]1[CH:9]=[C:8]([C:14]([O:16][CH2:17][CH3:18])=[O:15])[CH:7]=[C:6]([C:4]([O:3][CH2:1][CH3:2])=[O:5])[CH:11]=1)#[N:24], predict the reactants needed to synthesize it. (3) The reactants are: [CH2:1]([C:5]1([O:22][CH3:23])[CH2:10][CH2:9][N:8]([C:11]2[CH:21]=[CH:20][C:14]([C:15]([O:17]CC)=[O:16])=[CH:13][CH:12]=2)[CH2:7][CH2:6]1)[CH2:2][CH2:3][CH3:4].[OH-].[Na+].CO.Cl. Given the product [CH2:1]([C:5]1([O:22][CH3:23])[CH2:10][CH2:9][N:8]([C:11]2[CH:12]=[CH:13][C:14]([C:15]([OH:17])=[O:16])=[CH:20][CH:21]=2)[CH2:7][CH2:6]1)[CH2:2][CH2:3][CH3:4], predict the reactants needed to synthesize it.